Dataset: Catalyst prediction with 721,799 reactions and 888 catalyst types from USPTO. Task: Predict which catalyst facilitates the given reaction. (1) The catalyst class is: 5. Product: [F:1][C:2]([F:11])([F:10])[C:3]1[CH:8]=[C:7]([OH:9])[CH:6]=[CH:5][N:13]=1. Reactant: [F:1][C:2]([F:11])([F:10])[C:3]1O[CH:5]=[CH:6][C:7](=[O:9])[CH:8]=1.[OH-].[NH4+:13]. (2) Reactant: [CH3:1][CH2:2][O:3][C:4]([C:6]1[N:10]([CH2:11][C:12]2[CH:16]=[C:15]([C:17]3[S:18][C:19]([Cl:22])=[CH:20][CH:21]=3)[O:14][N:13]=2)[C:9]([C:23]([O:25]C(C)(C)C)=[O:24])=[CH:8][N:7]=1)=[O:5].Cl. Product: [CH3:1][CH2:2][O:3][C:4]([C:6]1[N:10]([CH2:11][C:12]2[CH:16]=[C:15]([C:17]3[S:18][C:19]([Cl:22])=[CH:20][CH:21]=3)[O:14][N:13]=2)[C:9]([C:23]([OH:25])=[O:24])=[CH:8][N:7]=1)=[O:5]. The catalyst class is: 41.